This data is from Full USPTO retrosynthesis dataset with 1.9M reactions from patents (1976-2016). The task is: Predict the reactants needed to synthesize the given product. (1) Given the product [F:25][C:26]1[CH:27]=[C:28]([S:32]([N:19]2[C:18]3[CH:23]=[C:14]([C:12]([NH:11][C:8]4[CH:9]=[CH:10][C:5]([C:4]([OH:3])=[O:24])=[CH:6][CH:7]=4)=[O:13])[CH:15]=[CH:16][C:17]=3[O:22][CH2:21][CH2:20]2)(=[O:34])=[O:33])[CH:29]=[CH:30][CH:31]=1, predict the reactants needed to synthesize it. The reactants are: C([O:3][C:4](=[O:24])[C:5]1[CH:10]=[CH:9][C:8]([NH:11][C:12]([C:14]2[CH:15]=[CH:16][C:17]3[O:22][CH2:21][CH2:20][NH:19][C:18]=3[CH:23]=2)=[O:13])=[CH:7][CH:6]=1)C.[F:25][C:26]1[CH:27]=[C:28]([S:32](Cl)(=[O:34])=[O:33])[CH:29]=[CH:30][CH:31]=1. (2) Given the product [CH3:1][S:2]([C:5]1[CH:6]=[CH:7][C:8]([N:11]2[CH:16]=[CH:15][C:14]([O:17][CH2:18][CH:19]3[CH2:23][CH2:22][N:21]([C:33]([O:35][C:36]4[CH:41]=[CH:40][CH:39]=[CH:38][C:37]=4[Cl:42])=[O:34])[CH2:20]3)=[CH:13][C:12]2=[O:31])=[CH:9][CH:10]=1)(=[O:4])=[O:3], predict the reactants needed to synthesize it. The reactants are: [CH3:1][S:2]([C:5]1[CH:10]=[CH:9][C:8]([N:11]2[CH:16]=[CH:15][C:14]([O:17][CH:18]3[CH2:23][CH2:22][N:21](C(OC(C)(C)C)=O)[CH2:20][CH2:19]3)=[CH:13][C:12]2=[O:31])=[CH:7][CH:6]=1)(=[O:4])=[O:3].Cl[C:33]([O:35][C:36]1[CH:41]=[CH:40][CH:39]=[CH:38][C:37]=1[Cl:42])=[O:34].ClC(OC(C)C(F)(F)F)=O.